Predict the product of the given reaction. From a dataset of Forward reaction prediction with 1.9M reactions from USPTO patents (1976-2016). (1) Given the reactants [Br:1][C:2]1[CH:7]=[CH:6][N:5]2[N:8]=[CH:9][C:10](C(OCC)=O)=[C:4]2[CH:3]=1.[OH-].[Na+], predict the reaction product. The product is: [Br:1][C:2]1[CH:7]=[CH:6][N:5]2[N:8]=[CH:9][CH:10]=[C:4]2[CH:3]=1. (2) Given the reactants [F:1][C:2]1[CH:3]=[C:4]([N:8]2[CH:12]=[CH:11][C:10]([C:13]([O:15]CC)=[O:14])=[N:9]2)[CH:5]=[CH:6][CH:7]=1.[Li+].[OH-].Cl, predict the reaction product. The product is: [F:1][C:2]1[CH:3]=[C:4]([N:8]2[CH:12]=[CH:11][C:10]([C:13]([OH:15])=[O:14])=[N:9]2)[CH:5]=[CH:6][CH:7]=1. (3) Given the reactants [N+:1]([C:4]1[CH:9]=[CH:8][CH:7]=[CH:6][C:5]=1[S:10]([NH:13][C@@H:14]1[CH2:19][CH2:18][CH2:17][C@H:16]([C:20]([O:22][CH2:23][CH3:24])=[O:21])[CH2:15]1)(=[O:12])=[O:11])([O-:3])=[O:2].[C:25](=O)([O-])[O-].[Cs+].[Cs+].CI, predict the reaction product. The product is: [CH3:25][N:13]([C@@H:14]1[CH2:19][CH2:18][CH2:17][C@H:16]([C:20]([O:22][CH2:23][CH3:24])=[O:21])[CH2:15]1)[S:10]([C:5]1[CH:6]=[CH:7][CH:8]=[CH:9][C:4]=1[N+:1]([O-:3])=[O:2])(=[O:12])=[O:11]. (4) Given the reactants [CH2:1]([C:3]1[S:4][C:5]([C:15]2[CH:20]=[CH:19][N:18]=[C:17](I)[CH:16]=2)=[C:6]([C:8]2[CH:13]=[CH:12][CH:11]=[C:10]([CH3:14])[CH:9]=2)[N:7]=1)[CH3:2].[CH:22]1([S:27]([C:30]2[CH:35]=[CH:34][CH:33]=[CH:32][CH:31]=2)(=[NH:29])=[O:28])[CH2:26][CH2:25][CH2:24][CH2:23]1.CNCCNC.C(=O)([O-])[O-].[Cs+].[Cs+], predict the reaction product. The product is: [CH:22]1([S:27]([C:30]2[CH:35]=[CH:34][CH:33]=[CH:32][CH:31]=2)(=[N:29][C:17]2[CH:16]=[C:15]([C:5]3[S:4][C:3]([CH2:1][CH3:2])=[N:7][C:6]=3[C:8]3[CH:13]=[CH:12][CH:11]=[C:10]([CH3:14])[CH:9]=3)[CH:20]=[CH:19][N:18]=2)=[O:28])[CH2:26][CH2:25][CH2:24][CH2:23]1.